From a dataset of Catalyst prediction with 721,799 reactions and 888 catalyst types from USPTO. Predict which catalyst facilitates the given reaction. (1) Reactant: C[O:2][C:3]([C@H:5]1[C@@H:12]2[C@@H:8]([O:9][C:10]([CH3:14])([CH3:13])[O:11]2)[CH2:7][S:6]1)=O.[CH3:15][NH2:16]. Product: [CH3:15][NH:16][C:3]([C@@H:5]1[C@@H:12]2[C@@H:8]([O:9][C:10]([CH3:14])([CH3:13])[O:11]2)[CH2:7][S:6]1)=[O:2]. The catalyst class is: 7. (2) Reactant: Br[C:2]1[CH:3]=[N:4][CH:5]=[C:6]([Br:8])[CH:7]=1.[NH2:9][C:10]1[CH:11]=[N:12][CH:13]=[N:14][CH:15]=1.C([O-])([O-])=O.[Cs+].[Cs+].C1(P(C2C=CC=CC=2)C2C3OC4C(=CC=CC=4P(C4C=CC=CC=4)C4C=CC=CC=4)C(C)(C)C=3C=CC=2)C=CC=CC=1. Product: [Br:8][C:6]1[CH:7]=[C:2]([NH:9][C:10]2[CH:11]=[N:12][CH:13]=[N:14][CH:15]=2)[CH:3]=[N:4][CH:5]=1. The catalyst class is: 187. (3) Reactant: [F:1][C:2]1[CH:3]=[C:4]2[C:14]3[C:9](=[CH:10][N:11]=[C:12]([O:15]C)[CH:13]=3)[NH:8][C:5]2=[N:6][CH:7]=1.Cl. Product: [F:1][C:2]1[CH:3]=[C:4]2[C:14]3[C:9](=[CH:10][N:11]=[C:12]([OH:15])[CH:13]=3)[NH:8][C:5]2=[N:6][CH:7]=1. The catalyst class is: 15. (4) The catalyst class is: 182. Reactant: C[O:2][C:3]([C:5]1[C:14]2[C:9](=[C:10]([NH:15][C:16]([NH:18][CH2:19][C:20]3[CH:25]=[CH:24][C:23]([C:26]([F:29])([F:28])[F:27])=[CH:22][CH:21]=3)=[O:17])[CH:11]=[CH:12][CH:13]=2)[CH:8]=[CH:7][N:6]=1)=O.[BH4-].[Li+]. Product: [OH:2][CH2:3][C:5]1[C:14]2[C:9](=[C:10]([NH:15][C:16]([NH:18][CH2:19][C:20]3[CH:21]=[CH:22][C:23]([C:26]([F:29])([F:27])[F:28])=[CH:24][CH:25]=3)=[O:17])[CH:11]=[CH:12][CH:13]=2)[CH:8]=[CH:7][N:6]=1. (5) Reactant: [CH3:1][C:2]1[CH:14]=[CH:13][CH:12]=[CH:11][C:3]=1[CH2:4][N:5]1[CH2:9][CH2:8][CH2:7][C:6]1=[O:10].C([N-]C(C)C)(C)C.[Li+].Cl[CH2:24][C:25]1[C:30]([Cl:31])=[CH:29][CH:28]=[CH:27][C:26]=1[Cl:32].[Cl-].[NH4+]. Product: [Cl:31][C:30]1[CH:29]=[CH:28][CH:27]=[C:26]([Cl:32])[C:25]=1[CH2:24][CH:7]1[CH2:8][CH2:9][N:5]([CH2:4][C:3]2[CH:11]=[CH:12][CH:13]=[CH:14][C:2]=2[CH3:1])[C:6]1=[O:10]. The catalyst class is: 7. (6) Reactant: Cl.[Cl:2][C:3]1[CH:8]=[CH:7][C:6]([C:9]2([C:12]3[CH2:16][C:15]4([CH2:20][CH2:19][N:18](C(OC(C)(C)C)=O)[CH2:17]4)[O:14][N:13]=3)[CH2:11][CH2:10]2)=[CH:5][CH:4]=1. The catalyst class is: 12. Product: [ClH:2].[Cl:2][C:3]1[CH:8]=[CH:7][C:6]([C:9]2([C:12]3[CH2:16][C:15]4([CH2:20][CH2:19][NH:18][CH2:17]4)[O:14][N:13]=3)[CH2:11][CH2:10]2)=[CH:5][CH:4]=1. (7) Reactant: [OH:1][C:2]1[CH:15]=[CH:14][C:5]([CH2:6][CH:7]2[NH:12][C:11](=[O:13])[CH2:10][O:9][CH2:8]2)=[CH:4][CH:3]=1.C(=O)([O-])[O-].[K+].[K+].F[C:23]1[CH:28]=[CH:27][C:26]([N+:29]([O-:31])=[O:30])=[CH:25][CH:24]=1. Product: [N+:29]([C:26]1[CH:27]=[CH:28][C:23]([O:1][C:2]2[CH:15]=[CH:14][C:5]([CH2:6][CH:7]3[NH:12][C:11](=[O:13])[CH2:10][O:9][CH2:8]3)=[CH:4][CH:3]=2)=[CH:24][CH:25]=1)([O-:31])=[O:30]. The catalyst class is: 9.